This data is from NCI-60 drug combinations with 297,098 pairs across 59 cell lines. The task is: Regression. Given two drug SMILES strings and cell line genomic features, predict the synergy score measuring deviation from expected non-interaction effect. (1) Drug 1: CN1CCC(CC1)COC2=C(C=C3C(=C2)N=CN=C3NC4=C(C=C(C=C4)Br)F)OC. Drug 2: C(=O)(N)NO. Cell line: MCF7. Synergy scores: CSS=20.0, Synergy_ZIP=-3.92, Synergy_Bliss=3.88, Synergy_Loewe=4.75, Synergy_HSA=5.48. (2) Drug 1: C1=C(C(=O)NC(=O)N1)F. Drug 2: CCCCCOC(=O)NC1=NC(=O)N(C=C1F)C2C(C(C(O2)C)O)O. Cell line: M14. Synergy scores: CSS=34.0, Synergy_ZIP=-3.48, Synergy_Bliss=-4.77, Synergy_Loewe=-13.7, Synergy_HSA=-5.26. (3) Drug 1: CC1=C(C(CCC1)(C)C)C=CC(=CC=CC(=CC(=O)O)C)C. Drug 2: C#CCC(CC1=CN=C2C(=N1)C(=NC(=N2)N)N)C3=CC=C(C=C3)C(=O)NC(CCC(=O)O)C(=O)O. Cell line: A549. Synergy scores: CSS=62.5, Synergy_ZIP=-0.675, Synergy_Bliss=-1.79, Synergy_Loewe=-9.49, Synergy_HSA=-0.794. (4) Drug 1: CNC(=O)C1=CC=CC=C1SC2=CC3=C(C=C2)C(=NN3)C=CC4=CC=CC=N4. Drug 2: CC1=C(C(=CC=C1)Cl)NC(=O)C2=CN=C(S2)NC3=CC(=NC(=N3)C)N4CCN(CC4)CCO. Cell line: NCI/ADR-RES. Synergy scores: CSS=-0.991, Synergy_ZIP=0.348, Synergy_Bliss=-1.02, Synergy_Loewe=-1.96, Synergy_HSA=-2.22.